Dataset: Forward reaction prediction with 1.9M reactions from USPTO patents (1976-2016). Task: Predict the product of the given reaction. (1) The product is: [CH2:12]([NH:6][C:5]1[CH:7]=[CH:8][C:2]([F:1])=[CH:3][CH:4]=1)[CH:11]=[CH2:10]. Given the reactants [F:1][C:2]1[CH:8]=[CH:7][C:5]([NH2:6])=[CH:4][CH:3]=1.[Li][CH2:10][CH2:11][CH2:12]C.C(Br)C=C, predict the reaction product. (2) Given the reactants [Cl:1][C:2]1[CH:27]=[CH:26][C:5]([C:6]([NH:8][CH:9]([C:20]2[CH:25]=[CH:24][CH:23]=[CH:22][CH:21]=2)[CH2:10][CH2:11][NH:12]C(=O)OC(C)(C)C)=[O:7])=[CH:4][C:3]=1[NH:28][C:29]([C:31]1[C:40](=[O:41])[NH:39][C:34]2[N:35]=[CH:36][N:37]=[CH:38][C:33]=2[CH:32]=1)=[O:30].Cl, predict the reaction product. The product is: [ClH:1].[NH2:12][CH2:11][CH2:10][CH:9]([NH:8][C:6]([C:5]1[CH:26]=[CH:27][C:2]([Cl:1])=[C:3]([NH:28][C:29]([C:31]2[C:40](=[O:41])[NH:39][C:34]3[N:35]=[CH:36][N:37]=[CH:38][C:33]=3[CH:32]=2)=[O:30])[CH:4]=1)=[O:7])[C:20]1[CH:21]=[CH:22][CH:23]=[CH:24][CH:25]=1. (3) Given the reactants [CH3:1][C:2]1[O:6][N:5]=[C:4]([CH2:7][C:8]2[CH:13]=[CH:12][C:11]([N+:14]([O-])=O)=[CH:10][CH:9]=2)[N:3]=1, predict the reaction product. The product is: [CH3:1][C:2]1[O:6][N:5]=[C:4]([CH2:7][C:8]2[CH:13]=[CH:12][C:11]([NH2:14])=[CH:10][CH:9]=2)[N:3]=1. (4) Given the reactants C(OC1C=CC=CC=1N1CCCN([CH2:17][CH2:18][CH2:19][CH2:20][O:21][C:22]2C=[C:30]3[C:25]([CH2:26][CH2:27][C:28](=[O:32])[NH:29]3)=[CH:24][CH:23]=2)CC1)C.[Na+].[I-].[O:35]1[CH2:40][CH2:39][O:38][C:37]2[C:41]([N:45]3[CH2:50][CH2:49][NH:48][CH2:47][CH2:46]3)=[CH:42][CH:43]=[CH:44][C:36]1=2.C([O-])([O-])=O.[K+].[K+].CC#[N:59], predict the reaction product. The product is: [O:35]1[CH2:40][CH2:39][O:38][C:37]2[C:41]([N:45]3[CH2:46][CH2:47][N:48]([CH2:17][CH2:18][CH2:19][CH2:20][O:21][C:22]4[N:59]=[C:30]5[C:25]([CH2:26][CH2:27][C:28](=[O:32])[NH:29]5)=[CH:24][CH:23]=4)[CH2:49][CH2:50]3)=[CH:42][CH:43]=[CH:44][C:36]1=2. (5) Given the reactants [NH2:1][C:2]1[N:10]=[CH:9][CH:8]=[CH:7][C:3]=1[C:4]([OH:6])=O.ON1C2C=CC=CC=2N=N1.CCN=C=NCCCN(C)C.[CH3:32][C:33]1[CH:34]=[C:35]([CH:45]=[CH:46][CH:47]=1)[O:36][C:37]1[CH:38]=[C:39]([CH:42]=[CH:43][CH:44]=1)[CH2:40][NH2:41], predict the reaction product. The product is: [CH3:32][C:33]1[CH:34]=[C:35]([CH:45]=[CH:46][CH:47]=1)[O:36][C:37]1[CH:38]=[C:39]([CH2:40][NH:41][C:4](=[O:6])[C:3]2[CH:7]=[CH:8][CH:9]=[N:10][C:2]=2[NH2:1])[CH:42]=[CH:43][CH:44]=1. (6) Given the reactants [CH3:1][O:2][C:3]1[C:12]2[C:7](=[CH:8][CH:9]=[CH:10][CH:11]=2)[N:6]=[C:5]([C:13]([O:15]C)=O)[CH:4]=1.O.[NH2:18][NH2:19], predict the reaction product. The product is: [CH3:1][O:2][C:3]1[C:12]2[C:7](=[CH:8][CH:9]=[CH:10][CH:11]=2)[N:6]=[C:5]([C:13]([NH:18][NH2:19])=[O:15])[CH:4]=1. (7) Given the reactants C(OC1N=C2C(N=C(OC)N2CCCCCl)=C(N)N=1)CCC.FC(F)(F)C(O)=O.[CH3:30][O:31][C:32]1[N:33]=[C:34]2[C:39]([N:40]=1)=[C:38]([NH2:41])[NH:37][C:36]([O:42][C@@H:43]([CH3:46])[CH2:44][CH3:45])=[N:35]2.Br[CH2:48][CH2:49][CH2:50][CH2:51][CH2:52][Cl:53], predict the reaction product. The product is: [Cl:53][CH2:52][CH2:51][CH2:50][CH2:49][CH2:48][N:33]1[C:32]([O:31][CH3:30])=[N:40][C:39]2[C:34]1=[N:35][C:36]([O:42][C@@H:43]([CH3:46])[CH2:44][CH3:45])=[N:37][C:38]=2[NH2:41]. (8) Given the reactants [C:1](Cl)(=[O:4])[CH:2]=[CH2:3].[CH3:6][N:7]([CH3:39])[CH2:8][CH2:9][N:10]([CH3:38])[C:11]1[C:12]([NH2:37])=[CH:13][C:14]([NH:19][C:20]2[N:25]=[C:24]([C:26]3[C:34]4[C:29](=[CH:30][CH:31]=[CH:32][CH:33]=4)[N:28]([CH3:35])[CH:27]=3)[C:23]([CH3:36])=[CH:22][N:21]=2)=[C:15]([O:17][CH3:18])[CH:16]=1.CCN(C(C)C)C(C)C, predict the reaction product. The product is: [CH3:39][N:7]([CH3:6])[CH2:8][CH2:9][N:10]([CH3:38])[C:11]1[CH:16]=[C:15]([O:17][CH3:18])[C:14]([NH:19][C:20]2[N:25]=[C:24]([C:26]3[C:34]4[C:29](=[CH:30][CH:31]=[CH:32][CH:33]=4)[N:28]([CH3:35])[CH:27]=3)[C:23]([CH3:36])=[CH:22][N:21]=2)=[CH:13][C:12]=1[NH:37][C:1](=[O:4])[CH:2]=[CH2:3]. (9) Given the reactants C(OC(=O)[NH:7][CH2:8][C:9]1[C:10]([O:18]C)=[N:11][C:12]([CH3:17])=[CH:13][C:14]=1[O:15][CH3:16])(C)(C)C, predict the reaction product. The product is: [NH2:7][CH2:8][C:9]1[C:10]([OH:18])=[N:11][C:12]([CH3:17])=[CH:13][C:14]=1[O:15][CH3:16]. (10) Given the reactants [OH:1][C:2]1[C:7]([O:8][CH3:9])=[CH:6][C:5]([C:10]2[CH:15]=[CH:14][C:13]([OH:16])=[C:12]([C:17]3([CH3:23])[CH2:22][CH2:21][CH2:20][CH2:19][CH2:18]3)[CH:11]=2)=[CH:4][C:3]=1[CH2:24][CH:25]1[S:29][C:28](=S)[NH:27][C:26]1=[O:31].[NH:32]1[CH2:37][CH2:36][O:35][CH2:34][CH2:33]1, predict the reaction product. The product is: [OH:1][C:2]1[C:7]([O:8][CH3:9])=[CH:6][C:5]([C:10]2[CH:15]=[CH:14][C:13]([OH:16])=[C:12]([C:17]3([CH3:23])[CH2:22][CH2:21][CH2:20][CH2:19][CH2:18]3)[CH:11]=2)=[CH:4][C:3]=1[CH2:24][CH:25]1[S:29][C:28]([N:32]2[CH2:37][CH2:36][O:35][CH2:34][CH2:33]2)=[N:27][C:26]1=[O:31].